This data is from Reaction yield outcomes from USPTO patents with 853,638 reactions. The task is: Predict the reaction yield, written as a fraction of the theoretical maximum amount of product (1.0 means a 100% yield; for example, 0.34 means a 34% yield). (1) The reactants are O[C:2]1[C:11]([NH:12][C:13](=[O:26])[C:14]2[CH:19]=[CH:18][CH:17]=[C:16]([C:20]3[CH:21]=[N:22][CH:23]=[CH:24][CH:25]=3)[CH:15]=2)=[CH:10][CH:9]=[CH:8][C:3]=1[C:4]([O:6][CH3:7])=[O:5].O.CC1C=CC(S(O)(=O)=O)=CC=1. The catalyst is C1(C)C=CC=CC=1. The product is [N:22]1[CH:23]=[CH:24][CH:25]=[C:20]([C:16]2[CH:15]=[C:14]([C:13]3[O:26][C:2]4[C:3]([C:4]([O:6][CH3:7])=[O:5])=[CH:8][CH:9]=[CH:10][C:11]=4[N:12]=3)[CH:19]=[CH:18][CH:17]=2)[CH:21]=1. The yield is 0.150. (2) The product is [NH2:1][C:4]1[N:9]=[CH:8][C:7]([N:10]2[CH2:15][CH2:14][N:13]([C:16]([O:18][C:19]([CH3:22])([CH3:21])[CH3:20])=[O:17])[CH2:12][CH2:11]2)=[CH:6][CH:5]=1. The reactants are [N+:1]([C:4]1[N:9]=[CH:8][C:7]([N:10]2[CH2:15][CH2:14][N:13]([C:16]([O:18][C:19]([CH3:22])([CH3:21])[CH3:20])=[O:17])[CH2:12][CH2:11]2)=[CH:6][CH:5]=1)([O-])=O. The catalyst is [Pd].C(O)C. The yield is 0.970. (3) The reactants are [F:1][C:2]1[C:7]([C:8]([F:11])([F:10])[F:9])=[C:6]([F:12])[CH:5]=[CH:4][C:3]=1[C:13]1[N:14]=[C:15]([NH2:18])[S:16][CH:17]=1.[H-].[Na+].[CH3:21][N:22]1[C:27](=[O:28])[CH:26]=[C:25]([S:29][CH2:30][C:31](=[O:38])[CH2:32][C:33](OCC)=[O:34])[N:24]([CH3:39])[C:23]1=[O:40]. The catalyst is C1(C)C=CC=CC=1.O. The product is [F:1][C:2]1[C:7]([C:8]([F:9])([F:10])[F:11])=[C:6]([F:12])[CH:5]=[CH:4][C:3]=1[C:13]1[N:14]=[C:15]([NH:18][C:33](=[O:34])[CH2:32][C:31](=[O:38])[CH2:30][S:29][C:25]2[N:24]([CH3:39])[C:23](=[O:40])[N:22]([CH3:21])[C:27](=[O:28])[CH:26]=2)[S:16][CH:17]=1. The yield is 0.250. (4) The reactants are C([O:4][C@@H:5]1[C@@H:10]([O:11]C(=O)C)[C@@H:9]([CH2:15][O:16]C(=O)C)[O:8][C@H:7]([O:20][C:21]2[CH:26]=[CH:25][C:24](Br)=[CH:23][C:22]=2[CH3:28])[C@H:6]1CC([O-])=O)(=O)C.[CH3:33][NH:34][C:35]([C:37]1[CH:38]=[C:39](B2OC(C)(C)C(C)(C)O2)[CH:40]=[CH:41][CH:42]=1)=[O:36].C(=O)([O-])[O-:53].[Cs+].[Cs+]. The catalyst is O1CCOCC1.O.C1C=CC([P]([Pd]([P](C2C=CC=CC=2)(C2C=CC=CC=2)C2C=CC=CC=2)([P](C2C=CC=CC=2)(C2C=CC=CC=2)C2C=CC=CC=2)[P](C2C=CC=CC=2)(C2C=CC=CC=2)C2C=CC=CC=2)(C2C=CC=CC=2)C2C=CC=CC=2)=CC=1. The product is [CH3:33][NH:34][C:35](=[O:36])[C:37]1[CH:38]=[CH:39][CH:40]=[C:41]([C:24]2[CH:25]=[CH:26][C:21]([O:20][C@@H:7]3[C@@H:6]([OH:53])[C@@H:5]([OH:4])[C@H:10]([OH:11])[C@@H:9]([CH2:15][OH:16])[O:8]3)=[C:22]([CH3:28])[CH:23]=2)[CH:42]=1. The yield is 0.640.